This data is from Full USPTO retrosynthesis dataset with 1.9M reactions from patents (1976-2016). The task is: Predict the reactants needed to synthesize the given product. (1) Given the product [CH2:1]([N:4]1[C:12](=[O:13])[C:11]2[NH:10][C:9]([C:22]3[CH:23]=[N:24][N:25]([CH2:27][CH:28]4[CH2:30][CH:29]4[C:31]4[CH:36]=[CH:35][CH:34]=[C:33]([C:37]([F:39])([F:38])[F:40])[CH:32]=4)[CH:26]=3)=[N:8][C:7]=2[N:6]([CH2:41][CH2:42][CH3:43])[C:5]1=[O:44])[CH2:2][CH3:3], predict the reactants needed to synthesize it. The reactants are: [CH2:1]([N:4]1[C:12](=[O:13])[C:11]2[N:10](COCC[Si](C)(C)C)[C:9]([C:22]3[CH:23]=[N:24][N:25]([CH2:27][CH:28]4[CH2:30][CH:29]4[C:31]4[CH:36]=[CH:35][CH:34]=[C:33]([C:37]([F:40])([F:39])[F:38])[CH:32]=4)[CH:26]=3)=[N:8][C:7]=2[N:6]([CH2:41][CH2:42][CH3:43])[C:5]1=[O:44])[CH2:2][CH3:3].Cl. (2) Given the product [CH3:1][O:2][C:3]([C:5]1[C:10]([CH2:11][Br:13])=[CH:9][C:8]([Br:12])=[CH:7][N:6]=1)=[O:4], predict the reactants needed to synthesize it. The reactants are: [CH3:1][O:2][C:3]([C:5]1[C:10]([CH3:11])=[CH:9][C:8]([Br:12])=[CH:7][N:6]=1)=[O:4].[Br:13]N1C(=O)CCC1=O.N(C(C)(C)C#N)=NC(C)(C)C#N. (3) Given the product [CH3:51][C:46]1[C:45]([C:37]2[CH:36]=[C:35]([C:24]([OH:23])([C:29]3[CH:34]=[CH:33][CH:32]=[CH:31][N:30]=3)[C:25](=[O:28])[CH2:26][CH3:27])[C:43]3[NH:42][C:41](=[O:44])[NH:40][C:39]=3[CH:38]=2)=[C:49]([CH3:50])[O:48][N:47]=1, predict the reactants needed to synthesize it. The reactants are: CC(OI1(OC(C)=O)(OC(C)=O)OC(=O)C2C=CC=CC1=2)=O.[OH:23][C:24]([C:35]1[C:43]2[NH:42][C:41](=[O:44])[NH:40][C:39]=2[CH:38]=[C:37]([C:45]2[C:46]([CH3:51])=[N:47][O:48][C:49]=2[CH3:50])[CH:36]=1)([C:29]1[CH:34]=[CH:33][CH:32]=[CH:31][N:30]=1)[CH:25]([OH:28])[CH2:26][CH3:27]. (4) Given the product [F:9][C:4]1[CH:5]=[C:6]([I:8])[CH:7]=[C:2]([F:1])[C:3]=1[C@@H:10]1[C:15]2[NH:16][C:17]3[C:22]([C:14]=2[CH2:13][C@@H:12]([CH3:23])[N:11]1[C:31](=[O:32])[CH:30]([CH3:34])[CH3:29])=[CH:21][CH:20]=[CH:19][CH:18]=3, predict the reactants needed to synthesize it. The reactants are: [F:1][C:2]1[CH:7]=[C:6]([I:8])[CH:5]=[C:4]([F:9])[C:3]=1[C@@H:10]1[C:15]2[NH:16][C:17]3[C:22]([C:14]=2[CH2:13][C@@H:12]([CH3:23])[NH:11]1)=[CH:21][CH:20]=[CH:19][CH:18]=3.C(=O)(O)[O-].[Na+].[CH3:29][CH:30]([CH3:34])[C:31](Cl)=[O:32].C(N(C(C)C)CC)(C)C.